The task is: Predict the product of the given reaction.. This data is from Forward reaction prediction with 1.9M reactions from USPTO patents (1976-2016). (1) Given the reactants [Cl:1][C:2]1[CH:3]=[CH:4][C:5]2[C:11](=O)[C:10](=[CH:13]N(C)C)[CH2:9][C:8](=[O:17])[NH:7][C:6]=2[CH:18]=1.[N+]([O-])(O)=O.[CH3:23][C:24]1[CH:25]=[C:26]([NH:31][C:32]([NH2:34])=[NH:33])[CH:27]=[C:28]([CH3:30])[CH:29]=1, predict the reaction product. The product is: [Cl:1][C:2]1[CH:3]=[CH:4][C:5]2[C:11]3[N:33]=[C:32]([NH:31][C:26]4[CH:25]=[C:24]([CH3:23])[CH:29]=[C:28]([CH3:30])[CH:27]=4)[N:34]=[CH:13][C:10]=3[CH2:9][C:8](=[O:17])[NH:7][C:6]=2[CH:18]=1. (2) Given the reactants [C:1]([NH:5][C:6]1[C:7]([CH3:26])=[N:8][C:9]2[C:14]([N:15]=1)=[C:13]([C:16]1[NH:24][C:23]3[CH2:22][CH2:21][NH:20][C:19](=[O:25])[C:18]=3[CH:17]=1)[CH:12]=[CH:11][CH:10]=2)([CH3:4])([CH3:3])[CH3:2].[C:27](O[C:27]([O:29][C:30]([CH3:33])([CH3:32])[CH3:31])=[O:28])([O:29][C:30]([CH3:33])([CH3:32])[CH3:31])=[O:28], predict the reaction product. The product is: [C:1]([NH:5][C:6]1[C:7]([CH3:26])=[N:8][C:9]2[C:14]([N:15]=1)=[C:13]([C:16]1[N:24]([C:27]([O:29][C:30]([CH3:33])([CH3:32])[CH3:31])=[O:28])[C:23]3[CH2:22][CH2:21][NH:20][C:19](=[O:25])[C:18]=3[CH:17]=1)[CH:12]=[CH:11][CH:10]=2)([CH3:4])([CH3:3])[CH3:2].